This data is from Full USPTO retrosynthesis dataset with 1.9M reactions from patents (1976-2016). The task is: Predict the reactants needed to synthesize the given product. (1) The reactants are: Cl.CN(C)CCCN=C=NCC.CN1CCOCC1.O.ON1C2C=CC=CC=2N=N1.[F:31][C:32]([F:42])([F:41])[C:33]1[CH:34]=[CH:35][C:36]([NH:39][NH2:40])=[N:37][CH:38]=1.[Cl:43][C:44]1[CH:52]=[CH:51][CH:50]=[C:49]([Cl:53])[C:45]=1[C:46](O)=[O:47]. Given the product [F:42][C:32]([F:31])([F:41])[C:33]1[CH:34]=[CH:35][C:36]([N:39]([C:46](=[O:47])[C:45]2[C:44]([Cl:43])=[CH:52][CH:51]=[CH:50][C:49]=2[Cl:53])[NH2:40])=[N:37][CH:38]=1, predict the reactants needed to synthesize it. (2) The reactants are: COC1C=CC(C[N:8]2[C:16]3[CH:15]=[CH:14][N:13]=[C:12]([NH:17][CH2:18][C:19]([F:22])([F:21])[F:20])[C:11]=3[C:10]([Sn](C)(C)C)=[N:9]2)=CC=1.IC1[C:34]2[C:35](NCC(F)(F)F)=[N:36][CH:37]=[CH:38][C:33]=2N(CC2C=CC(OC)=CC=2)N=1.C[Sn](C)(C)[Sn](C)(C)C. Given the product [N:36]1[CH:37]=[CH:38][CH:33]=[CH:34][C:35]=1[C:10]1[C:11]2[C:12]([NH:17][CH2:18][C:19]([F:20])([F:21])[F:22])=[N:13][CH:14]=[CH:15][C:16]=2[NH:8][N:9]=1, predict the reactants needed to synthesize it. (3) Given the product [CH3:1][O:2][C:3]1[CH:4]=[C:5](/[CH:6]=[CH:21]/[C:20]([OH:30])=[O:19])[CH:8]=[CH:9][C:10]=1[N:11]1[CH:15]=[C:14]([CH3:16])[N:13]=[CH:12]1, predict the reactants needed to synthesize it. The reactants are: [CH3:1][O:2][C:3]1[CH:4]=[C:5]([CH:8]=[CH:9][C:10]=1[N:11]1[CH:15]=[C:14]([CH3:16])[N:13]=[CH:12]1)[CH:6]=O.C([O:19][C:20](=[O:30])[CH2:21]P(OCC)(OCC)=O)C.O.[OH-].[Li+].[OH-].[Na+].Cl. (4) Given the product [Cl:14][C:15]1[CH:35]=[C:34]([CH:33]=[CH:32][C:16]=1[CH2:17][N:18]1[C:26]2[C:21](=[CH:22][C:23]([C:27](=[O:28])[NH:13][C@H:11]([C:7]3[CH:8]=[CH:9][CH:10]=[C:5]([CH:2]([CH3:4])[CH3:3])[CH:6]=3)[CH3:12])=[CH:24][CH:25]=2)[C:20]([CH3:30])=[C:19]1[CH3:31])[O:36][C@H:37]([CH3:42])[C:38]([O:40][CH3:41])=[O:39], predict the reactants needed to synthesize it. The reactants are: Cl.[CH:2]([C:5]1[CH:6]=[C:7]([C@@H:11]([NH2:13])[CH3:12])[CH:8]=[CH:9][CH:10]=1)([CH3:4])[CH3:3].[Cl:14][C:15]1[CH:35]=[C:34]([O:36][C@H:37]([CH3:42])[C:38]([O:40][CH3:41])=[O:39])[CH:33]=[CH:32][C:16]=1[CH2:17][N:18]1[C:26]2[C:21](=[CH:22][C:23]([C:27](O)=[O:28])=[CH:24][CH:25]=2)[C:20]([CH3:30])=[C:19]1[CH3:31]. (5) Given the product [CH3:14][O:6][C:5](=[O:7])[C:4]1[CH:8]=[CH:9][CH:10]=[C:2]([OH:1])[C:3]=1[N+:11]([O-:13])=[O:12], predict the reactants needed to synthesize it. The reactants are: [OH:1][C:2]1[C:3]([N+:11]([O-:13])=[O:12])=[C:4]([CH:8]=[CH:9][CH:10]=1)[C:5]([OH:7])=[O:6].[C:14](Cl)(=O)C(Cl)=O.